The task is: Predict the reactants needed to synthesize the given product.. This data is from Full USPTO retrosynthesis dataset with 1.9M reactions from patents (1976-2016). (1) Given the product [CH3:1][S:2][C:3]1[S:4][C:5]2[CH:11]=[C:10]([CH2:12][NH:13][C:14]3[C:19]([NH2:20])=[CH:18][C:17]([C:23]([F:26])([F:24])[F:25])=[CH:16][N:15]=3)[CH:9]=[CH:8][C:6]=2[N:7]=1, predict the reactants needed to synthesize it. The reactants are: [CH3:1][S:2][C:3]1[S:4][C:5]2[CH:11]=[C:10]([CH2:12][NH:13][C:14]3[C:19]([N+:20]([O-])=O)=[CH:18][C:17]([C:23]([F:26])([F:25])[F:24])=[CH:16][N:15]=3)[CH:9]=[CH:8][C:6]=2[N:7]=1.CC(O)=O.CO. (2) Given the product [CH2:47]([O:46][CH:42]([O:43][CH2:44][CH3:45])[C@@H:41]([N:29]([CH2:30][C:31]1[CH:32]=[CH:33][CH:34]=[C:35]2[C:40]=1[N:39]=[CH:38][CH:37]=[CH:36]2)[C:27](=[O:28])[C@@H:14]([NH:13][C:10](=[O:12])[CH2:9][N:7]([CH3:8])[NH:6][C:4](=[O:5])[NH:3][CH2:1][CH3:2])[CH2:15][CH2:16][CH2:17][CH2:18][NH:19][C:20](=[O:26])[O:21][C:22]([CH3:24])([CH3:25])[CH3:23])[CH3:49])[CH3:48], predict the reactants needed to synthesize it. The reactants are: [CH2:1]([NH:3][C:4]([NH:6][N:7]([CH2:9][C:10]([OH:12])=O)[CH3:8])=[O:5])[CH3:2].[NH2:13][C@H:14]([C:27]([N:29]([C@@H:41]([CH3:49])[CH:42]([O:46][CH2:47][CH3:48])[O:43][CH2:44][CH3:45])[CH2:30][C:31]1[CH:32]=[CH:33][CH:34]=[C:35]2[C:40]=1[N:39]=[CH:38][CH:37]=[CH:36]2)=[O:28])[CH2:15][CH2:16][CH2:17][CH2:18][NH:19][C:20](=[O:26])[O:21][C:22]([CH3:25])([CH3:24])[CH3:23]. (3) Given the product [Cl:1][C:2]1[CH:20]=[CH:19][C:5]([CH2:6][C:7]2[CH:8]=[N:9][C:10]3[N:11]([N:13]=[CH:14][C:15]=3[C:16]([NH:57][CH2:58][CH2:59][OH:60])=[O:18])[CH:12]=2)=[CH:4][C:3]=1[O:21][C:22]([F:23])([F:25])[F:24], predict the reactants needed to synthesize it. The reactants are: [Cl:1][C:2]1[CH:20]=[CH:19][C:5]([CH2:6][C:7]2[CH:8]=[N:9][C:10]3[N:11]([N:13]=[CH:14][C:15]=3[C:16]([OH:18])=O)[CH:12]=2)=[CH:4][C:3]=1[O:21][C:22]([F:25])([F:24])[F:23].CN(C(ON1N=NC2C=CC=CC1=2)=[N+](C)C)C.[B-](F)(F)(F)F.C(N(CC)C(C)C)(C)C.[NH2:57][CH2:58][CH2:59][OH:60]. (4) Given the product [ClH:44].[ClH:1].[CH2:3]([C:7]1[N:8]=[N:9][C:10]([O:30][CH:31]2[CH2:36][CH2:35][N:34]([CH3:37])[CH2:33][CH2:32]2)=[CH:11][C:12]=1[C:13]1[CH:14]=[CH:15][C:16]([O:23][CH:24]2[CH2:29][CH2:28][CH2:27][CH2:26][CH2:25]2)=[C:17]([N:19]2[CH2:40][CH2:39][CH2:21][C:20]2=[O:22])[CH:18]=1)[CH2:4][CH2:5][CH3:6], predict the reactants needed to synthesize it. The reactants are: [ClH:1].Cl.[CH2:3]([C:7]1[N:8]=[N:9][C:10]([O:30][CH:31]2[CH2:36][CH2:35][N:34]([CH3:37])[CH2:33][CH2:32]2)=[CH:11][C:12]=1[C:13]1[CH:14]=[CH:15][C:16]([O:23][CH:24]2[CH2:29][CH2:28][CH2:27][CH2:26][CH2:25]2)=[C:17]([NH:19][C:20](=[O:22])[CH3:21])[CH:18]=1)[CH2:4][CH2:5][CH3:6].Br[CH2:39][CH2:40]CC([Cl:44])=O.CCN(C(C)C)C(C)C.[H-].[Na+].Cl.